From a dataset of hERG potassium channel inhibition data for cardiac toxicity prediction from Karim et al.. Regression/Classification. Given a drug SMILES string, predict its toxicity properties. Task type varies by dataset: regression for continuous values (e.g., LD50, hERG inhibition percentage) or binary classification for toxic/non-toxic outcomes (e.g., AMES mutagenicity, cardiotoxicity, hepatotoxicity). Dataset: herg_karim. (1) The drug is COC1COCCC1N[C@@H]1C[C@H]2CCC[C@@]2(C(=O)N2CCc3ccc(OC(F)(F)F)cc3C2)C1. The result is 1 (blocker). (2) The compound is COCCNC(=O)c1nc2c(N3CCOCC3)nc(-c3cnc(N)nc3)cn2c1C. The result is 0 (non-blocker). (3) The result is 1 (blocker). The molecule is CC(C)c1cc(C#N)cc2nc(-c3ccc(C(=O)NC[C@H]4CC[C@@H](c5cccc(C(F)(F)F)c5)CC4)cc3)oc12. (4) The compound is N#Cc1c(NC(=O)c2cccc3ccccc23)sc2c1CCCC2. The result is 0 (non-blocker).